This data is from Full USPTO retrosynthesis dataset with 1.9M reactions from patents (1976-2016). The task is: Predict the reactants needed to synthesize the given product. (1) Given the product [CH3:1][CH:2]([CH3:15])[CH2:3][CH:4]=[C:5]1[CH2:6][CH2:7][C:8](=[O:9])[CH2:13][CH2:14]1, predict the reactants needed to synthesize it. The reactants are: [CH3:1][CH:2]([CH3:15])[CH2:3][CH:4]=[C:5]1[CH2:14][CH2:13][C:8]2(OCC[O:9]2)[CH2:7][CH2:6]1.C(Cl)(Cl)Cl.O. (2) The reactants are: Br[C:2]1[CH:3]=[CH:4][C:5]2[N:6]([C:8]([C:11]3[CH:16]=[CH:15][C:14]([C:17]([F:20])([F:19])[F:18])=[CH:13][CH:12]=3)=[CH:9][N:10]=2)[CH:7]=1.[F:21][C:22]1[CH:27]=[CH:26][C:25]([N:28]2[C:32](B3OC(C)(C)C(C)(C)O3)=[CH:31][CH:30]=[N:29]2)=[CH:24][CH:23]=1. Given the product [F:21][C:22]1[CH:23]=[CH:24][C:25]([N:28]2[C:32]([C:2]3[CH:3]=[CH:4][C:5]4[N:6]([C:8]([C:11]5[CH:16]=[CH:15][C:14]([C:17]([F:20])([F:19])[F:18])=[CH:13][CH:12]=5)=[CH:9][N:10]=4)[CH:7]=3)=[CH:31][CH:30]=[N:29]2)=[CH:26][CH:27]=1, predict the reactants needed to synthesize it. (3) Given the product [C:1]([O:5][C:6]([NH:8][C:9]1[CH:13]=[CH:12][S:11][C:10]=1[C:14]([OH:16])=[O:15])=[O:7])([CH3:4])([CH3:2])[CH3:3], predict the reactants needed to synthesize it. The reactants are: [C:1]([O:5][C:6]([NH:8][C:9]1[CH:13]=[CH:12][S:11][C:10]=1[C:14]([O:16]CC)=[O:15])=[O:7])([CH3:4])([CH3:3])[CH3:2].[OH-].[Na+]. (4) Given the product [NH2:25][C:21]1[C:22]([Cl:24])=[CH:23][C:18]([C:17]([NH:16][CH2:15][C@@H:11]2[CH2:10][N:9]([CH2:8][CH2:7][CH2:6][CH2:5][C:4]([O:3][C@@H:1]3[CH:34]4[CH2:35][CH2:36][N:31]([CH2:32][CH2:33]4)[CH2:2]3)=[O:30])[CH2:14][CH2:13][O:12]2)=[O:29])=[C:19]([O:26][CH2:27][CH3:28])[CH:20]=1, predict the reactants needed to synthesize it. The reactants are: [CH2:1]([O:3][C:4](=[O:30])[CH2:5][CH2:6][CH2:7][CH2:8][N:9]1[CH2:14][CH2:13][O:12][C@H:11]([CH2:15][NH:16][C:17](=[O:29])[C:18]2[CH:23]=[C:22]([Cl:24])[C:21]([NH2:25])=[CH:20][C:19]=2[O:26][CH2:27][CH3:28])[CH2:10]1)[CH3:2].[N:31]12CC[CH:34]([CH2:35][CH2:36]1)[CH:33](O)[CH2:32]2. (5) The reactants are: [CH3:1][C:2]([CH3:5])([O-:4])[CH3:3].[Na+].[C:7]([O:12]C)(=O)[CH:8]([CH3:10])[CH3:9].C[Si]([N-][Si](C)(C)C)(C)C.[Li+].[Cl:24][C:25]1[C:30](Cl)=[N:29][CH:28]=[CH:27][N:26]=1. Given the product [Cl:24][C:25]1[C:30]([C:8]([CH3:9])([CH3:10])[C:7]([O:4][C:2]([CH3:5])([CH3:3])[CH3:1])=[O:12])=[N:29][CH:28]=[CH:27][N:26]=1, predict the reactants needed to synthesize it. (6) Given the product [CH3:1][C:2]1[N:3]([S:27]([C:21]2[CH:26]=[CH:25][CH:24]=[CH:23][CH:22]=2)(=[O:29])=[O:28])[C:4]([C:13]2[CH:14]=[CH:15][CH:16]=[CH:17][CH:18]=2)=[C:5]([CH3:12])[C:6]=1[C:7]([O:9][CH2:10][CH3:11])=[O:8], predict the reactants needed to synthesize it. The reactants are: [CH3:1][C:2]1[NH:3][C:4]([C:13]2[CH:18]=[CH:17][CH:16]=[CH:15][CH:14]=2)=[C:5]([CH3:12])[C:6]=1[C:7]([O:9][CH2:10][CH3:11])=[O:8].[H-].[Na+].[C:21]1([S:27](Cl)(=[O:29])=[O:28])[CH:26]=[CH:25][CH:24]=[CH:23][CH:22]=1. (7) Given the product [CH:23]1([CH2:22][N:19]2[CH:20]=[C:16]([C:5]3[NH:6][C:7]4[N:8]([N:11]=[CH:12][C:13]=4[C:14]#[N:15])[C:9](=[O:10])[C:4]=3[CH:1]([CH3:3])[CH3:2])[CH:17]=[N:18]2)[CH2:25][CH2:24]1, predict the reactants needed to synthesize it. The reactants are: [CH:1]([C:4]1[C:9](=[O:10])[N:8]2[N:11]=[CH:12][C:13]([C:14]#[N:15])=[C:7]2[NH:6][C:5]=1[C:16]1[CH:17]=[N:18][NH:19][CH:20]=1)([CH3:3])[CH3:2].Br[CH2:22][CH:23]1[CH2:25][CH2:24]1.C([O-])([O-])=O.[Cs+].[Cs+]. (8) Given the product [NH2:39][C:38]1[CH:37]=[CH:36][C:35]([F:34])=[C:41]([C:2]2[CH:7]=[CH:6][N:5]=[C:4]3[N:8]([S:24]([C:27]4[CH:33]=[CH:32][C:30]([CH3:31])=[CH:29][CH:28]=4)(=[O:26])=[O:25])[C:9]([C:11]4[CH2:16][CH2:15][N:14]([C:17]([O:19][C:20]([CH3:21])([CH3:23])[CH3:22])=[O:18])[CH2:13][CH:12]=4)=[CH:10][C:3]=23)[CH:40]=1, predict the reactants needed to synthesize it. The reactants are: Br[C:2]1[CH:7]=[CH:6][N:5]=[C:4]2[N:8]([S:24]([C:27]3[CH:33]=[CH:32][C:30]([CH3:31])=[CH:29][CH:28]=3)(=[O:26])=[O:25])[C:9]([C:11]3[CH2:16][CH2:15][N:14]([C:17]([O:19][C:20]([CH3:23])([CH3:22])[CH3:21])=[O:18])[CH2:13][CH:12]=3)=[CH:10][C:3]=12.[F:34][C:35]1[CH:41]=[CH:40][C:38]([NH2:39])=[CH:37][C:36]=1B1OC(C)(C)C(C)(C)O1.C(=O)([O-])[O-].[Na+].[Na+].